This data is from Full USPTO retrosynthesis dataset with 1.9M reactions from patents (1976-2016). The task is: Predict the reactants needed to synthesize the given product. (1) Given the product [C:19]12([CH:29]([OH:32])[CH2:30][NH:31][C:14]3[C:15]4[CH2:16][CH2:17][N:8]([CH2:1][C:2]5[CH:7]=[CH:6][CH:5]=[CH:4][CH:3]=5)[CH2:9][C:10]=4[N:11]=[CH:12][N:13]=3)[CH2:28][CH:23]3[CH2:24][CH:25]([CH2:27][CH:21]([CH2:22]3)[CH2:20]1)[CH2:26]2, predict the reactants needed to synthesize it. The reactants are: [CH2:1]([N:8]1[CH2:17][CH2:16][C:15]2[C:14](Cl)=[N:13][CH:12]=[N:11][C:10]=2[CH2:9]1)[C:2]1[CH:7]=[CH:6][CH:5]=[CH:4][CH:3]=1.[C:19]12([CH:29]([OH:32])[CH2:30][NH2:31])[CH2:28][CH:23]3[CH2:24][CH:25]([CH2:27][CH:21]([CH2:22]3)[CH2:20]1)[CH2:26]2.C(N(CC)C(C)C)(C)C.C(=O)(O)[O-].[Na+]. (2) Given the product [F:20][C:21]1[CH:26]=[CH:25][C:24]([NH:27][C:28](=[O:34])[O:29][C:30]([CH3:33])([CH3:32])[CH3:31])=[C:23]([NH:35][C:36]2[N:37]=[C:38]([NH:13][C@H:8]3[C:7]4[C:12](=[C:3]([F:2])[CH:4]=[CH:5][CH:6]=4)[O:11][CH2:10][CH2:9]3)[C:39]([N+:45]([O-:47])=[O:46])=[CH:40][N:41]=2)[CH:22]=1, predict the reactants needed to synthesize it. The reactants are: Cl.[F:2][C:3]1[CH:4]=[CH:5][CH:6]=[C:7]2[C:12]=1[O:11][CH2:10][CH2:9][C@H:8]2[NH2:13].C(=O)([O-])[O-].[K+].[K+].[F:20][C:21]1[CH:26]=[CH:25][C:24]([NH:27][C:28](=[O:34])[O:29][C:30]([CH3:33])([CH3:32])[CH3:31])=[C:23]([NH:35][C:36]2[N:41]=[C:40](SC#N)[C:39]([N+:45]([O-:47])=[O:46])=[CH:38][N:37]=2)[CH:22]=1.